From a dataset of Cav3 T-type calcium channel HTS with 100,875 compounds. Binary Classification. Given a drug SMILES string, predict its activity (active/inactive) in a high-throughput screening assay against a specified biological target. The compound is Fc1ccc(CNc2nccnc2)cc1. The result is 0 (inactive).